Dataset: Catalyst prediction with 721,799 reactions and 888 catalyst types from USPTO. Task: Predict which catalyst facilitates the given reaction. (1) Product: [Br:1][C:2]1[N:3]=[C:4]([C:7](=[S:25])[NH:9][C@@H:10]([CH3:15])[C:11]([F:14])([F:13])[F:12])[S:5][CH:6]=1. Reactant: [Br:1][C:2]1[N:3]=[C:4]([C:7]([NH:9][C@@H:10]([CH3:15])[C:11]([F:14])([F:13])[F:12])=O)[S:5][CH:6]=1.COC1C=CC(P2(SP(C3C=CC(OC)=CC=3)(=S)S2)=[S:25])=CC=1. The catalyst class is: 11. (2) Reactant: [C:1](#[N:10])[C:2]1[C:3](=[CH:6][CH:7]=[CH:8][CH:9]=1)[C:4]#[N:5].[ClH:11].[CH2:12]([OH:14])[CH3:13]. Product: [ClH:11].[CH2:12]([O:14][C:1](=[NH:10])[C:2]1[CH:9]=[CH:8][CH:7]=[CH:6][C:3]=1[C:4]#[N:5])[CH3:13]. The catalyst class is: 22. (3) Reactant: [F:1][C:2]1[CH:7]=[CH:6][CH:5]=[C:4]([F:8])[C:3]=1[OH:9].[Br:10][CH2:11][CH2:12]Br.C([O-])([O-])=O.[K+].[K+]. The catalyst class is: 10. Product: [Br:10][CH2:11][CH2:12][O:9][C:3]1[C:2]([F:1])=[CH:7][CH:6]=[CH:5][C:4]=1[F:8]. (4) Reactant: Br[C:2]1[N:7]=[N:6][C:5]([C:8]2[CH:17]=[CH:16][C:15]3[C:10](=[CH:11][CH:12]=[CH:13][CH:14]=3)[CH:9]=2)=[C:4]([C:18]2[CH:23]=[CH:22][N:21]=[CH:20][CH:19]=2)[CH:3]=1.[NH:24]1[CH2:29][CH2:28][NH:27][CH2:26][CH2:25]1. Product: [CH:9]1[C:10]2[C:15](=[CH:14][CH:13]=[CH:12][CH:11]=2)[CH:16]=[CH:17][C:8]=1[C:5]1[N:6]=[N:7][C:2]([N:24]2[CH2:29][CH2:28][NH:27][CH2:26][CH2:25]2)=[CH:3][C:4]=1[C:18]1[CH:23]=[CH:22][N:21]=[CH:20][CH:19]=1. The catalyst class is: 162. (5) Reactant: [N+:1]([C:4]1[CH:13]=[CH:12][CH:11]=[C:10]2[C:5]=1[CH:6]=[CH:7][N:8]=[C:9]2[C:14]#[N:15])([O-])=O.CN(C=O)C.O.O.[Sn](Cl)Cl. Product: [NH2:1][C:4]1[CH:13]=[CH:12][CH:11]=[C:10]2[C:5]=1[CH:6]=[CH:7][N:8]=[C:9]2[C:14]#[N:15]. The catalyst class is: 8. (6) Reactant: [CH3:1][O:2][C:3]1[CH:17]=[CH:16][C:6]([CH2:7][N:8]2[CH:12]=[C:11]([C:13](O)=[O:14])[CH:10]=[N:9]2)=[CH:5][CH:4]=1.C(Cl)(=O)C([Cl:21])=O. Product: [CH3:1][O:2][C:3]1[CH:17]=[CH:16][C:6]([CH2:7][N:8]2[CH:12]=[C:11]([C:13]([Cl:21])=[O:14])[CH:10]=[N:9]2)=[CH:5][CH:4]=1. The catalyst class is: 3.